Predict the reaction yield, written as a fraction of the theoretical maximum amount of product (1.0 means a 100% yield; for example, 0.34 means a 34% yield). From a dataset of Reaction yield outcomes from USPTO patents with 853,638 reactions. (1) The reactants are [F:1][C:2]1[CH:3]=[C:4]([C:9]2[N:13]=[C:12]([NH2:14])[S:11][N:10]=2)[CH:5]=[CH:6][C:7]=1[F:8].[I:15][C:16]1[CH:24]=[CH:23][C:19]([C:20](Cl)=[O:21])=[CH:18][CH:17]=1.CN(C1C=CC=CN=1)C. The catalyst is N1C=CC=CC=1. The product is [F:1][C:2]1[CH:3]=[C:4]([C:9]2[N:13]=[C:12]([NH:14][C:20](=[O:21])[C:19]3[CH:23]=[CH:24][C:16]([I:15])=[CH:17][CH:18]=3)[S:11][N:10]=2)[CH:5]=[CH:6][C:7]=1[F:8]. The yield is 0.520. (2) The reactants are [CH:1]([C@H:3]1[CH2:8][O:7][C@H:6]([CH2:9][OH:10])[CH2:5][O:4]1)=[CH2:2].[H-].[Na+].I[CH3:14]. The catalyst is C1COCC1.O. The product is [CH3:14][O:10][CH2:9][C@@H:6]1[CH2:5][O:4][C@@H:3]([CH:1]=[CH2:2])[CH2:8][O:7]1. The yield is 0.365.